From a dataset of Forward reaction prediction with 1.9M reactions from USPTO patents (1976-2016). Predict the product of the given reaction. (1) Given the reactants [C:1]1([P:7]([C:14]2[CH:19]=[CH:18][CH:17]=[CH:16][CH:15]=2)[C:8]2[CH:13]=[CH:12][CH:11]=[CH:10][CH:9]=2)[CH:6]=[CH:5][CH:4]=[CH:3][CH:2]=1.[CH2:20]([Br:38])[CH2:21][CH2:22][CH2:23][CH2:24][CH2:25][CH2:26][CH2:27][CH2:28][CH2:29][CH2:30][CH2:31][CH2:32][CH2:33][CH2:34][CH2:35][CH2:36][CH3:37], predict the reaction product. The product is: [Br-:38].[CH2:37]([P+:7]([C:1]1[CH:2]=[CH:3][CH:4]=[CH:5][CH:6]=1)([C:8]1[CH:13]=[CH:12][CH:11]=[CH:10][CH:9]=1)[C:14]1[CH:15]=[CH:16][CH:17]=[CH:18][CH:19]=1)[CH2:36][CH2:35][CH2:34][CH2:33][CH2:32][CH2:31][CH2:30][CH2:29][CH2:28][CH2:27][CH2:26][CH2:25][CH2:24][CH2:23][CH2:22][CH2:21][CH3:20]. (2) Given the reactants [CH3:1][O:2][C:3]1[CH:8]=[C:7]([O:9][CH3:10])[CH:6]=[CH:5][C:4]=1[CH2:11][NH2:12].Cl[S:14]([C:17]1[CH:26]=[CH:25][C:20]([C:21]([O:23]C)=[O:22])=[CH:19][CH:18]=1)(=[O:16])=[O:15].[CH2:27](Br)[C:28]1[CH:33]=[CH:32][CH:31]=[CH:30][CH:29]=1, predict the reaction product. The product is: [CH2:27]([N:12]([CH2:11][C:4]1[CH:5]=[CH:6][C:7]([O:9][CH3:10])=[CH:8][C:3]=1[O:2][CH3:1])[S:14]([C:17]1[CH:26]=[CH:25][C:20]([C:21]([OH:23])=[O:22])=[CH:19][CH:18]=1)(=[O:16])=[O:15])[C:28]1[CH:33]=[CH:32][CH:31]=[CH:30][CH:29]=1.